Dataset: Forward reaction prediction with 1.9M reactions from USPTO patents (1976-2016). Task: Predict the product of the given reaction. (1) Given the reactants [N:1]12[CH2:8][C:5]([C:9](=[O:30])[CH:10]=P(C3C=CC=CC=3)(C3C=CC=CC=3)C3C=CC=CC=3)([CH2:6][CH2:7]1)[CH2:4][CH2:3][CH2:2]2.C1(C)C=CC=CC=1.[C:38]([O:42][CH2:43][CH3:44])(=[O:41])[CH:39]=O, predict the reaction product. The product is: [N:1]12[CH2:8][C:5]([C:9](=[O:30])/[CH:10]=[CH:39]/[C:38]([O:42][CH2:43][CH3:44])=[O:41])([CH2:6][CH2:7]1)[CH2:4][CH2:3][CH2:2]2. (2) Given the reactants C(=CC(C=CC1C=CC=CC=1)=O)C1C=CC=CC=1.FC(F)(F)S([O:24][C:25]1[CH:38]=[CH:37][C:28]2[C@H:29]([CH2:32][C:33]([O:35]C)=[O:34])[CH2:30][O:31][C:27]=2[CH:26]=1)(=O)=O.[CH3:41][C:42]1[CH:47]=[C:46]([O:48][CH2:49][CH2:50][CH2:51][S:52]([CH3:55])(=[O:54])=[O:53])[CH:45]=[C:44]([CH3:56])[C:43]=1[C:57]1[CH:62]=[CH:61][CH:60]=[C:59]([CH2:63]O)[CH:58]=1.C(=O)([O-])[O-].[Cs+].[Cs+], predict the reaction product. The product is: [CH3:56][C:44]1[CH:45]=[C:46]([O:48][CH2:49][CH2:50][CH2:51][S:52]([CH3:55])(=[O:53])=[O:54])[CH:47]=[C:42]([CH3:41])[C:43]=1[C:57]1[CH:62]=[CH:61][CH:60]=[C:59]([CH2:63][O:24][C:25]2[CH:38]=[CH:37][C:28]3[C:29]([CH2:32][C:33]([OH:35])=[O:34])=[CH:30][O:31][C:27]=3[CH:26]=2)[CH:58]=1. (3) The product is: [F:23][C:24]([F:31])([F:30])[S:25]([O-:28])(=[O:27])=[O:26].[C:16]([C:14]1[C:13]([C:18]#[N:19])=[CH:12][C:11]2[N:7]([C:1]3[CH:2]=[CH:3][CH:4]=[CH:5][CH:6]=3)[CH:8]=[N+:9]([CH3:20])[C:10]=2[CH:15]=1)#[N:17]. Given the reactants [C:1]1([N:7]2[C:11]3[CH:12]=[C:13]([C:18]#[N:19])[C:14]([C:16]#[N:17])=[CH:15][C:10]=3[N:9]=[CH:8]2)[CH:6]=[CH:5][CH:4]=[CH:3][CH:2]=1.[CH2:20](Cl)Cl.[F:23][C:24]([F:31])([F:30])[S:25]([O:28]C)(=[O:27])=[O:26], predict the reaction product. (4) Given the reactants [CH2:1]=[CH:2][CH:3]=[CH2:4].C([Li])CCC.[CH2:10]=[CH:11][C:12]1[CH:17]=[CH:16][CH:15]=[CH:14][CH:13]=1.C(O)(C)C, predict the reaction product. The product is: [CH2:10]=[CH:11][C:12]1[CH:17]=[CH:16][CH:15]=[CH:14][CH:13]=1.[CH2:1]=[CH:2][CH:3]=[CH2:4]. (5) Given the reactants [CH3:1][O:2][C:3](=[O:14])[C:4]1[CH:9]=[CH:8][C:7]([N+:10]([O-:12])=[O:11])=[CH:6][C:5]=1[CH3:13].[Br:15]N1C(=O)CCC1=O.N(C(C)(C)C#N)=NC(C)(C)C#N.C1(=O)NC(=O)CC1, predict the reaction product. The product is: [CH3:1][O:2][C:3](=[O:14])[C:4]1[CH:9]=[CH:8][C:7]([N+:10]([O-:12])=[O:11])=[CH:6][C:5]=1[CH2:13][Br:15].